Dataset: Peptide-MHC class I binding affinity with 185,985 pairs from IEDB/IMGT. Task: Regression. Given a peptide amino acid sequence and an MHC pseudo amino acid sequence, predict their binding affinity value. This is MHC class I binding data. (1) The peptide sequence is AEMLANIDL. The MHC is HLA-B44:03 with pseudo-sequence HLA-B44:03. The binding affinity (normalized) is 0.543. (2) The peptide sequence is FLMYPNNIF. The MHC is HLA-C03:03 with pseudo-sequence HLA-C03:03. The binding affinity (normalized) is 0.750. (3) The peptide sequence is LFRFFECTF. The MHC is HLA-B15:01 with pseudo-sequence HLA-B15:01. The binding affinity (normalized) is 0.259.